From a dataset of Full USPTO retrosynthesis dataset with 1.9M reactions from patents (1976-2016). Predict the reactants needed to synthesize the given product. Given the product [CH2:1]([Sn:9](=[O:10])[CH2:18][CH2:19][CH2:20][CH2:21][CH2:22][CH2:23][CH2:24][CH3:25])[CH2:2][CH2:3][CH2:4][CH2:5][CH2:6][CH2:7][CH3:8], predict the reactants needed to synthesize it. The reactants are: [CH2:1]([Sn:9]([CH2:18][CH2:19][CH2:20][CH2:21][CH2:22][CH2:23][CH2:24][CH3:25])(OC(=O)C)[O:10]C(=O)C)[CH2:2][CH2:3][CH2:4][CH2:5][CH2:6][CH2:7][CH3:8].[OH-].[K+].